This data is from Forward reaction prediction with 1.9M reactions from USPTO patents (1976-2016). The task is: Predict the product of the given reaction. (1) The product is: [Cl:1][C:2]1[CH:10]=[CH:9][C:8]([S:11](=[O:17])(=[O:16])[NH:12][CH:13]2[CH2:14][CH2:15]2)=[CH:7][C:3]=1[C:4]([N:6]=[C:19]=[O:20])=[O:5]. Given the reactants [Cl:1][C:2]1[CH:10]=[CH:9][C:8]([S:11](=[O:17])(=[O:16])[NH:12][CH:13]2[CH2:15][CH2:14]2)=[CH:7][C:3]=1[C:4]([NH2:6])=[O:5].C(Cl)(=O)[C:19](Cl)=[O:20], predict the reaction product. (2) Given the reactants [CH3:1][N:2]([S:22]([C:25]1[S:26][CH:27]=[CH:28][CH:29]=1)(=[O:24])=[O:23])[C:3]1[CH:4]=[CH:5][CH:6]=[C:7]2[C:11]=1[NH:10][C:9]([C:12]1[S:13][C:14]([CH2:17][CH2:18][C:19]([OH:21])=O)=[CH:15][N:16]=1)=[CH:8]2.[N:30]1(O)C2C=CC=CC=2N=[N:31]1.Cl.CN(C)CCCN=C=NCC.O.NN, predict the reaction product. The product is: [NH:30]([C:19](=[O:21])[CH2:18][CH2:17][C:14]1[S:13][C:12]([C:9]2[NH:10][C:11]3[C:7]([CH:8]=2)=[CH:6][CH:5]=[CH:4][C:3]=3[N:2]([CH3:1])[S:22]([C:25]2[S:26][CH:27]=[CH:28][CH:29]=2)(=[O:24])=[O:23])=[N:16][CH:15]=1)[NH2:31]. (3) The product is: [CH2:2]([O:4][C:5](=[O:33])[CH2:6][N:7]([CH2:8][C:9]1[CH:14]=[CH:13][CH:12]=[C:11]([CH2:15][O:16][C:17]2[CH:18]=[CH:19][C:20]([C:23]3[CH:28]=[C:27]([F:29])[C:26]([F:30])=[CH:25][C:24]=3[O:31][CH3:32])=[CH:21][CH:22]=2)[CH:10]=1)[C:36](=[O:37])[C:35]([CH3:40])([CH3:39])[CH3:34])[CH3:3]. Given the reactants Cl.[CH2:2]([O:4][C:5](=[O:33])[CH2:6][NH:7][CH2:8][C:9]1[CH:14]=[CH:13][CH:12]=[C:11]([CH2:15][O:16][C:17]2[CH:22]=[CH:21][C:20]([C:23]3[CH:28]=[C:27]([F:29])[C:26]([F:30])=[CH:25][C:24]=3[O:31][CH3:32])=[CH:19][CH:18]=2)[CH:10]=1)[CH3:3].[CH3:34][C:35]([CH3:40])([CH3:39])[C:36](Cl)=[O:37].C(N(CC)CC)C, predict the reaction product. (4) Given the reactants [Cl:1][C:2]1[CH:3]=[C:4]2[C:8](=[CH:9][CH:10]=1)[NH:7][CH:6]=[C:5]2[CH:11]=[O:12].[H-].[Na+].[CH3:15][N:16]([CH3:20])[C:17](Cl)=[O:18], predict the reaction product. The product is: [Cl:1][C:2]1[CH:3]=[C:4]2[C:8](=[CH:9][CH:10]=1)[N:7]([C:17]([N:16]([CH3:20])[CH3:15])=[O:18])[CH:6]=[C:5]2[CH:11]=[O:12]. (5) The product is: [F:12][C:13]1[CH:18]=[CH:17][C:16]([C:19]2[CH:20]=[C:21]([C:23]3[C:31]4[C:26](=[CH:27][N:28]=[CH:29][CH:30]=4)[NH:25][CH:24]=3)[N:2]=[C:3]([NH2:5])[N:4]=2)=[CH:15][CH:14]=1. Given the reactants Cl.[NH2:2][C:3]([NH2:5])=[NH2+:4].C(=O)([O-])[O-].[K+].[K+].[F:12][C:13]1[CH:18]=[CH:17][C:16]([C:19]#[C:20][C:21]([C:23]2[C:31]3[C:26](=[CH:27][N:28]=[CH:29][CH:30]=3)[N:25](C(OCCCC)=O)[CH:24]=2)=O)=[CH:15][CH:14]=1.O, predict the reaction product. (6) Given the reactants C[Si](C)(C)[O-].[K+].[C:7]([N:11]1[CH2:15][C@@H:14]([C:16]2[CH:21]=[CH:20][C:19]([F:22])=[CH:18][C:17]=2[F:23])[C@H:13]([C:24]([N:26]2[CH2:31][CH2:30][CH:29]([C:32]3[CH:37]=[CH:36][C:35]([Cl:38])=[CH:34][C:33]=3[CH:39]([CH3:44])[C:40]([O:42]C)=[O:41])[CH2:28][CH2:27]2)=[O:25])[CH2:12]1)([CH3:10])([CH3:9])[CH3:8], predict the reaction product. The product is: [C:7]([N:11]1[CH2:15][C@@H:14]([C:16]2[CH:21]=[CH:20][C:19]([F:22])=[CH:18][C:17]=2[F:23])[C@H:13]([C:24]([N:26]2[CH2:27][CH:28]=[C:29]([C:32]3[CH:37]=[CH:36][C:35]([Cl:38])=[CH:34][C:33]=3[CH:39]([CH3:44])[C:40]([OH:42])=[O:41])[CH2:30][CH2:31]2)=[O:25])[CH2:12]1)([CH3:10])([CH3:8])[CH3:9]. (7) Given the reactants C(N1C2C(=CC=CC=2)C=C1)(C)C.[CH:13]([N:16]1[C:24]2[C:19](=[CH:20][CH:21]=[CH:22][CH:23]=2)[C:18]([C:25](=[O:29])[C:26]([Cl:28])=[O:27])=[CH:17]1)([CH3:15])[CH3:14].[NH2:30][CH2:31][CH2:32][N:33]1[CH2:38][CH2:37][CH:36]([CH2:39][CH2:40][OH:41])[CH2:35][CH2:34]1.C(N(CC)CC)C, predict the reaction product. The product is: [ClH:28].[OH:41][CH2:40][CH2:39][CH:36]1[CH2:37][CH2:38][N:33]([CH2:32][CH2:31][NH:30][C:26](=[O:27])[C:25]([C:18]2[C:19]3[C:24](=[CH:23][CH:22]=[CH:21][CH:20]=3)[N:16]([CH:13]([CH3:15])[CH3:14])[CH:17]=2)=[O:29])[CH2:34][CH2:35]1.[OH:41][CH2:40][CH2:39][CH:36]1[CH2:37][CH2:38][N:33]([CH2:32][CH2:31][NH:30][C:26](=[O:27])[C:25]([C:18]2[C:19]3[C:24](=[CH:23][CH:22]=[CH:21][CH:20]=3)[N:16]([CH:13]([CH3:15])[CH3:14])[CH:17]=2)=[O:29])[CH2:34][CH2:35]1. (8) Given the reactants [CH3:1][C:2]1[CH:7]=[C:6]([CH3:8])[CH:5]=[C:4]([CH:9]=[CH2:10])[C:3]=1[C:11]1[C:12](=[O:30])[N:13]([O:24][CH:25]2[CH2:29][CH2:28][CH2:27][O:26]2)[C:14]2([CH2:21][CH2:20][N:19]([O:22][CH3:23])[CH2:18][CH2:17]2)[C:15]=1[OH:16].C(N(CC)CC)C.Cl[C:39]([O:41][CH2:42][CH3:43])=[O:40], predict the reaction product. The product is: [CH2:42]([O:41][C:39](=[O:40])[O:16][C:15]1[C:14]2([CH2:21][CH2:20][N:19]([O:22][CH3:23])[CH2:18][CH2:17]2)[N:13]([O:24][CH:25]2[CH2:29][CH2:28][CH2:27][O:26]2)[C:12](=[O:30])[C:11]=1[C:3]1[C:4]([CH:9]=[CH2:10])=[CH:5][C:6]([CH3:8])=[CH:7][C:2]=1[CH3:1])[CH3:43]. (9) Given the reactants [NH2:1][C:2]1[CH:3]=[C:4]([C:8]2[CH:16]=[CH:15][C:14]([C:17]([NH2:19])=[O:18])=[C:13]3[C:9]=2[CH:10]=[C:11]([CH:20]=[CH2:21])[NH:12]3)[CH:5]=[CH:6][CH:7]=1, predict the reaction product. The product is: [NH2:1][C:2]1[CH:3]=[C:4]([C:8]2[CH:16]=[CH:15][C:14]([C:17]([NH2:19])=[O:18])=[C:13]3[C:9]=2[CH:10]=[C:11]([CH2:20][CH3:21])[NH:12]3)[CH:5]=[CH:6][CH:7]=1. (10) Given the reactants CI.[C:3](=O)([O-])[O-].[K+].[K+].[Br:9][C:10]1[N:15]=[CH:14][C:13]([CH2:16][CH2:17][CH:18]([S:24]([CH3:27])(=[O:26])=[O:25])[C:19]([O:21][CH2:22][CH3:23])=[O:20])=[CH:12][CH:11]=1, predict the reaction product. The product is: [Br:9][C:10]1[N:15]=[CH:14][C:13]([CH2:16][CH2:17][C:18]([CH3:3])([S:24]([CH3:27])(=[O:26])=[O:25])[C:19]([O:21][CH2:22][CH3:23])=[O:20])=[CH:12][CH:11]=1.